This data is from NCI-60 drug combinations with 297,098 pairs across 59 cell lines. The task is: Regression. Given two drug SMILES strings and cell line genomic features, predict the synergy score measuring deviation from expected non-interaction effect. (1) Drug 1: CC1CCC2CC(C(=CC=CC=CC(CC(C(=O)C(C(C(=CC(C(=O)CC(OC(=O)C3CCCCN3C(=O)C(=O)C1(O2)O)C(C)CC4CCC(C(C4)OC)OCCO)C)C)O)OC)C)C)C)OC. Drug 2: CC1=C(N=C(N=C1N)C(CC(=O)N)NCC(C(=O)N)N)C(=O)NC(C(C2=CN=CN2)OC3C(C(C(C(O3)CO)O)O)OC4C(C(C(C(O4)CO)O)OC(=O)N)O)C(=O)NC(C)C(C(C)C(=O)NC(C(C)O)C(=O)NCCC5=NC(=CS5)C6=NC(=CS6)C(=O)NCCC[S+](C)C)O. Synergy scores: CSS=20.6, Synergy_ZIP=0.859, Synergy_Bliss=3.65, Synergy_Loewe=-0.754, Synergy_HSA=2.60. Cell line: MOLT-4. (2) Drug 1: C1CCC(C1)C(CC#N)N2C=C(C=N2)C3=C4C=CNC4=NC=N3. Drug 2: C1CN(CCN1C(=O)CCBr)C(=O)CCBr. Cell line: UACC-257. Synergy scores: CSS=-0.164, Synergy_ZIP=0.539, Synergy_Bliss=0.233, Synergy_Loewe=-3.54, Synergy_HSA=-2.73. (3) Drug 1: C1=CC=C(C(=C1)C(C2=CC=C(C=C2)Cl)C(Cl)Cl)Cl. Drug 2: COCCOC1=C(C=C2C(=C1)C(=NC=N2)NC3=CC=CC(=C3)C#C)OCCOC.Cl. Cell line: DU-145. Synergy scores: CSS=4.94, Synergy_ZIP=-0.949, Synergy_Bliss=3.55, Synergy_Loewe=-5.31, Synergy_HSA=0.907. (4) Drug 1: C(CN)CNCCSP(=O)(O)O. Drug 2: COCCOC1=C(C=C2C(=C1)C(=NC=N2)NC3=CC=CC(=C3)C#C)OCCOC.Cl. Cell line: UACC-257. Synergy scores: CSS=3.88, Synergy_ZIP=-3.18, Synergy_Bliss=-3.48, Synergy_Loewe=2.94, Synergy_HSA=-2.02. (5) Drug 1: C1=NC(=NC(=O)N1C2C(C(C(O2)CO)O)O)N. Drug 2: C(CCl)NC(=O)N(CCCl)N=O. Cell line: HS 578T. Synergy scores: CSS=32.6, Synergy_ZIP=-3.80, Synergy_Bliss=0.694, Synergy_Loewe=3.63, Synergy_HSA=3.50. (6) Cell line: NCI-H226. Drug 2: CC12CCC3C(C1CCC2O)C(CC4=C3C=CC(=C4)O)CCCCCCCCCS(=O)CCCC(C(F)(F)F)(F)F. Synergy scores: CSS=3.28, Synergy_ZIP=-1.85, Synergy_Bliss=-0.712, Synergy_Loewe=1.17, Synergy_HSA=0.540. Drug 1: CN1C2=C(C=C(C=C2)N(CCCl)CCCl)N=C1CCCC(=O)O.Cl.